Dataset: Forward reaction prediction with 1.9M reactions from USPTO patents (1976-2016). Task: Predict the product of the given reaction. (1) Given the reactants [CH3:1][Mg]Br.Cl[C:5]1[CH:14]=[C:13]2[C:8]([C:9]([C:15]3[CH:20]=[CH:19][C:18]([F:21])=[CH:17][CH:16]=3)=[CH:10][CH:11]=[N:12]2)=[CH:7][CH:6]=1, predict the reaction product. The product is: [F:21][C:18]1[CH:19]=[CH:20][C:15]([C:9]2[C:8]3[C:13](=[CH:14][C:5]([CH3:1])=[CH:6][CH:7]=3)[N:12]=[CH:11][CH:10]=2)=[CH:16][CH:17]=1. (2) The product is: [N:38]1[CH:43]=[CH:42][CH:41]=[C:40]([CH:20]=[C:21]2[C:15]3[C:16](=[N:17][CH:18]=[C:13]([C:5]4[CH:6]=[C:7]([O:11][CH3:12])[C:8]([O:9][CH3:10])=[C:3]([O:2][CH3:1])[CH:4]=4)[CH:14]=3)[NH:19][C:23]2=[O:24])[CH:39]=1. Given the reactants [CH3:1][O:2][C:3]1[CH:4]=[C:5]([C:13]2[CH:14]=[C:15]3[CH2:21][C:20](=O)[N:19]([CH2:23][O:24]CC[Si](C)(C)C)[C:16]3=[N:17][CH:18]=2)[CH:6]=[C:7]([O:11][CH3:12])[C:8]=1[O:9][CH3:10].C(N(CC)CC)C.[N:38]1[CH:43]=[CH:42][CH:41]=[C:40](C=O)[CH:39]=1.Cl, predict the reaction product.